This data is from Reaction yield outcomes from USPTO patents with 853,638 reactions. The task is: Predict the reaction yield, written as a fraction of the theoretical maximum amount of product (1.0 means a 100% yield; for example, 0.34 means a 34% yield). (1) The reactants are C([O:3][C:4](=[O:26])[CH2:5][C:6]1([CH2:23][CH2:24][CH3:25])[C:11]2[NH:12][C:13]3[C:18]([C:10]=2[CH2:9][CH:8]([CH3:22])[O:7]1)=[C:17]([C:19]#[N:20])[CH:16]=[CH:15][C:14]=3[F:21])C.[OH-].[Na+]. The catalyst is C1COCC1.CO. The product is [C:19]([C:17]1[CH:16]=[CH:15][C:14]([F:21])=[C:13]2[C:18]=1[C:10]1[CH2:9][CH:8]([CH3:22])[O:7][C:6]([CH2:5][C:4]([OH:26])=[O:3])([CH2:23][CH2:24][CH3:25])[C:11]=1[NH:12]2)#[N:20]. The yield is 0.870. (2) The reactants are [C:1]([O:9][CH:10]1[CH2:15][CH2:14][N:13](C(OC(C)(C)C)=O)[CH2:12][CH:11]1[F:23])(=[O:8])[C:2]1[CH:7]=[CH:6][CH:5]=[CH:4][CH:3]=1.Cl.O1CCOCC1. The catalyst is C(Cl)Cl.CCOCC. The product is [C:1]([O:9][CH:10]1[CH2:15][CH2:14][NH:13][CH2:12][CH:11]1[F:23])(=[O:8])[C:2]1[CH:3]=[CH:4][CH:5]=[CH:6][CH:7]=1. The yield is 1.00.